Dataset: Forward reaction prediction with 1.9M reactions from USPTO patents (1976-2016). Task: Predict the product of the given reaction. (1) Given the reactants [CH2:1]1[C:10]2[C:5](=[CH:6][CH:7]=[CH:8][CH:9]=2)[CH2:4][CH2:3][NH:2]1.[C-:11]#[N:12].[K+].[OH2:14], predict the reaction product. The product is: [CH2:1]1[C:10]2[C:5](=[CH:6][CH:7]=[CH:8][CH:9]=2)[CH2:4][CH2:3][N:2]1[C:5]1([C:11]#[N:12])[CH2:6][CH2:7][O:14][CH2:3][CH2:4]1. (2) Given the reactants [C:1]([C:3]1[CH:8]=[CH:7][C:6]([N+:9]([O-])=O)=[CH:5][C:4]=1[N:12]=[CH:13][N:14]([CH3:16])[CH3:15])#[N:2].[OH-].[Na+].[Cl-].[Na+], predict the reaction product. The product is: [NH2:9][C:6]1[CH:7]=[CH:8][C:3]([C:1]#[N:2])=[C:4]([N:12]=[CH:13][N:14]([CH3:15])[CH3:16])[CH:5]=1. (3) The product is: [CH3:27][C@H:28]1[CH2:33][CH2:24][C@H:25]([NH:21][C:14]([C:9]2[CH:8]=[CH:7][CH:6]=[C:5]3[C:10]=2[N:1]=[CH:2][CH:3]=[CH:4]3)=[O:15])[CH2:30][CH2:29]1. Given the reactants [N:1]1[C:10]2[C:5](=[CH:6][CH:7]=[CH:8][CH:9]=2)[C:4](C(O)=O)=[CH:3][CH:2]=1.[C:14]([N:21]1[CH:25]=[CH:24]N=C1)(N1C=CN=C1)=[O:15].Cl.[CH3:27][C@H:28]1[CH2:33]C[C@H](N)[CH2:30][CH2:29]1.C(N(CC)C(C)C)(C)C, predict the reaction product. (4) Given the reactants [F:1][C:2]1[CH:3]=[CH:4][C:5](N)=[C:6]2[C:10]=1[O:9][CH:8]([CH3:11])[CH2:7]2.N([O-])=[O:14].[Na+], predict the reaction product. The product is: [F:1][C:2]1[CH:3]=[CH:4][C:5]([OH:14])=[C:6]2[C:10]=1[O:9][CH:8]([CH3:11])[CH2:7]2. (5) Given the reactants [Si:1](Cl)([C:4]([CH3:7])([CH3:6])[CH3:5])([CH3:3])[CH3:2].[OH:9][C@H:10]1[CH2:15][CH2:14][C@H:13]([N:16]2[C:20](=[O:21])[C:19]3=[CH:22][CH:23]=[CH:24][CH:25]=[C:18]3[C:17]2=[O:26])[CH2:12][CH2:11]1.N1C=CN=C1, predict the reaction product. The product is: [Si:1]([O:9][C@H:10]1[CH2:11][CH2:12][C@H:13]([N:16]2[C:17](=[O:26])[C:18]3=[CH:25][CH:24]=[CH:23][CH:22]=[C:19]3[C:20]2=[O:21])[CH2:14][CH2:15]1)([C:4]([CH3:7])([CH3:6])[CH3:5])([CH3:3])[CH3:2]. (6) Given the reactants [OH:1][C:2]1[CH:6]=[C:5]([N+:7]([O-:9])=[O:8])[S:4][C:3]=1[C:10]([O:12][CH3:13])=[O:11].[Cl:14][C:15]1[CH:20]=[CH:19][CH:18]=[CH:17][C:16]=1[C@@H:21](O)[CH3:22], predict the reaction product. The product is: [Cl:14][C:15]1[CH:20]=[CH:19][CH:18]=[CH:17][C:16]=1[C@H:21]([O:1][C:2]1[CH:6]=[C:5]([N+:7]([O-:9])=[O:8])[S:4][C:3]=1[C:10]([O:12][CH3:13])=[O:11])[CH3:22]. (7) Given the reactants Br[CH:2]([C:4]1[C:13]([C:14]2[CH:19]=[CH:18][CH:17]=[CH:16][CH:15]=2)=[C:12]([S:20][CH3:21])[C:11]2[C:6](=[CH:7][CH:8]=[C:9]([F:22])[CH:10]=2)[N:5]=1)[CH3:3].[K].[C:24]1(=[O:34])[NH:28][C:27](=[O:29])[C:26]2=[CH:30][CH:31]=[CH:32][CH:33]=[C:25]12, predict the reaction product. The product is: [F:22][C:9]1[CH:10]=[C:11]2[C:6](=[CH:7][CH:8]=1)[N:5]=[C:4]([CH:2]([N:28]1[C:24](=[O:34])[C:25]3[C:26](=[CH:30][CH:31]=[CH:32][CH:33]=3)[C:27]1=[O:29])[CH3:3])[C:13]([C:14]1[CH:19]=[CH:18][CH:17]=[CH:16][CH:15]=1)=[C:12]2[S:20][CH3:21].